This data is from Peptide-MHC class II binding affinity with 134,281 pairs from IEDB. The task is: Regression. Given a peptide amino acid sequence and an MHC pseudo amino acid sequence, predict their binding affinity value. This is MHC class II binding data. (1) The peptide sequence is YDKFLANVSDVLTGK. The MHC is DRB1_1602 with pseudo-sequence DRB1_1602. The binding affinity (normalized) is 0.622. (2) The peptide sequence is DSVTPMILKAQKGGNL. The MHC is DRB1_0301 with pseudo-sequence DRB1_0301. The binding affinity (normalized) is 0.100. (3) The peptide sequence is FGQNTSAIAAAEAQY. The MHC is DRB1_1602 with pseudo-sequence DRB1_1602. The binding affinity (normalized) is 0.185. (4) The peptide sequence is YLEDARRLKAIYEKKK. The MHC is H-2-IEd with pseudo-sequence H-2-IEd. The binding affinity (normalized) is 0.523. (5) The peptide sequence is EQEYQRLIHSLSNTK. The MHC is DRB1_0101 with pseudo-sequence DRB1_0101. The binding affinity (normalized) is 0.882.